Dataset: Full USPTO retrosynthesis dataset with 1.9M reactions from patents (1976-2016). Task: Predict the reactants needed to synthesize the given product. Given the product [Cl:1][C:2]1[N:7]=[C:6]2[N:8]([CH3:17])[N:9]=[CH:10][C:5]2=[C:4]([C:11]([F:13])([F:14])[F:12])[CH:3]=1, predict the reactants needed to synthesize it. The reactants are: [Cl:1][C:2]1[N:7]=[C:6]2[NH:8][N:9]=[CH:10][C:5]2=[C:4]([C:11]([F:14])([F:13])[F:12])[CH:3]=1.CI.[C:17](=O)([O-])[O-].[Cs+].[Cs+].O.